From a dataset of Retrosynthesis with 50K atom-mapped reactions and 10 reaction types from USPTO. Predict the reactants needed to synthesize the given product. Given the product CC(=O)c1ccc2c(c1)SCCCC2, predict the reactants needed to synthesize it. The reactants are: CC(O)c1ccc2c(c1)SCCCC2.